From a dataset of CYP3A4 inhibition data for predicting drug metabolism from PubChem BioAssay. Regression/Classification. Given a drug SMILES string, predict its absorption, distribution, metabolism, or excretion properties. Task type varies by dataset: regression for continuous measurements (e.g., permeability, clearance, half-life) or binary classification for categorical outcomes (e.g., BBB penetration, CYP inhibition). Dataset: cyp3a4_veith. (1) The result is 1 (inhibitor). The molecule is CC(c1ccc(Cl)cc1)n1c(-c2ccc3ccccc3n2)n[nH]c1=S. (2) The molecule is O=C1c2ccccc2-c2ccc(N(Cc3ccc(Br)cc3)Cc3ccc(Br)cc3)cc21. The result is 0 (non-inhibitor). (3) The compound is CCN(CC)CCN1C(=O)C(=O)/C(=C(/O)c2cccc(OC)c2)C1c1ccccn1. The result is 0 (non-inhibitor).